Dataset: Forward reaction prediction with 1.9M reactions from USPTO patents (1976-2016). Task: Predict the product of the given reaction. (1) Given the reactants CS(Cl)(=O)=O.[Br:6][C:7]1[CH:11]=[C:10]([C:12]([OH:14])=O)[N:9]([C:15]2[C:20]([Cl:21])=[CH:19][CH:18]=[CH:17][N:16]=2)[N:8]=1.N1C=CC(C(O)=O)=N1.N1C=CC=CC=1.[NH2:36][C:37]1[C:45]([CH3:46])=[CH:44][C:43]([Cl:47])=[CH:42][C:38]=1[C:39](O)=[O:40], predict the reaction product. The product is: [Br:6][C:7]1[CH:11]=[C:10]([C:12]2[O:14][C:39](=[O:40])[C:38]3[CH:42]=[C:43]([Cl:47])[CH:44]=[C:45]([CH3:46])[C:37]=3[N:36]=2)[N:9]([C:15]2[C:20]([Cl:21])=[CH:19][CH:18]=[CH:17][N:16]=2)[N:8]=1. (2) The product is: [C:1]([C:3]1[CH:4]=[C:5]([C:6]2[NH:34][C@@H:32]([CH3:33])[C:31]([C:28]3[CH:29]=[CH:30][C:25]([F:24])=[CH:26][CH:27]=3)([C:36]3[CH:37]=[N:38][C:39]([F:42])=[CH:40][CH:41]=3)[N:35]=2)[CH:9]=[CH:10][CH:11]=1)#[N:2]. Given the reactants [C:1]([C:3]1[CH:4]=[C:5]([CH:9]=[CH:10][CH:11]=1)[C:6](O)=O)#[N:2].[Cl-].ClC1N(C)CC[NH+]1C.ClCCl.[F:24][C:25]1[CH:30]=[CH:29][C:28]([C:31]([C:36]2[CH:37]=[N:38][C:39]([F:42])=[CH:40][CH:41]=2)([NH2:35])[C@@H:32]([NH2:34])[CH3:33])=[CH:27][CH:26]=1.C(=O)([O-])O.[Na+], predict the reaction product. (3) Given the reactants [Cl:1][C:2]1[CH:3]=[CH:4][C:5]2[N:11]3[C:12]([N:15]4[CH2:20][CH2:19][CH:18]([C:21]5[CH:26]=[CH:25][CH:24]=[CH:23][CH:22]=5)[CH2:17][CH2:16]4)=[N:13][N:14]=[C:10]3[CH2:9][NH:8][CH2:7][C:6]=2[CH:27]=1.C(N(CC)CC)C.[CH3:35][S:36](Cl)(=[O:38])=[O:37], predict the reaction product. The product is: [Cl:1][C:2]1[CH:3]=[CH:4][C:5]2[N:11]3[C:12]([N:15]4[CH2:20][CH2:19][CH:18]([C:21]5[CH:22]=[CH:23][CH:24]=[CH:25][CH:26]=5)[CH2:17][CH2:16]4)=[N:13][N:14]=[C:10]3[CH2:9][N:8]([S:36]([CH3:35])(=[O:38])=[O:37])[CH2:7][C:6]=2[CH:27]=1. (4) Given the reactants [NH2:1][C:2]1[C:10]([Cl:11])=[CH:9][C:5]([C:6]([OH:8])=[O:7])=[C:4]([O:12][CH3:13])[CH:3]=1.S(Cl)(Cl)=O.[CH3:18]O, predict the reaction product. The product is: [NH2:1][C:2]1[C:10]([Cl:11])=[CH:9][C:5]([C:6]([O:8][CH3:18])=[O:7])=[C:4]([O:12][CH3:13])[CH:3]=1.